Dataset: Reaction yield outcomes from USPTO patents with 853,638 reactions. Task: Predict the reaction yield, written as a fraction of the theoretical maximum amount of product (1.0 means a 100% yield; for example, 0.34 means a 34% yield). (1) The reactants are N[C:2]1[CH:10]=[C:9]2C(CC[N:8]2[C:11](=O)[CH3:12])=CC=1OC.[Cl:16][C:17]1[C:18]([C:41]2N3C=CC=CC3=[N:43][CH:42]=2)=[N:19][C:20]([NH:23][C:24]2[CH:29]=[CH:28][C:27]([CH2:30][C:31]([NH:33][CH:34]3[CH2:38]CNC3)=O)=[CH:26][C:25]=2[O:39][CH3:40])=[N:21][CH:22]=1.Cl.[O:51]1CCOCC1.C([O-])([O-])=O.[K+].[K+]. The catalyst is FC(F)(F)CO.C(Cl)Cl. The product is [Cl:16][C:17]1[C:18]([C:41]2[CH:42]=[N:43][N:8]3[CH:9]=[CH:10][CH:2]=[CH:12][C:11]=23)=[N:19][C:20]([NH:23][C:24]2[CH:29]=[C:28]3[C:27]([CH2:30][CH2:31][N:33]3[C:34](=[O:51])[CH3:38])=[CH:26][C:25]=2[O:39][CH3:40])=[N:21][CH:22]=1. The yield is 0.370. (2) The reactants are [CH2:1]([C:3]1[CH:9]=[CH:8][CH:7]=[CH:6][C:4]=1[NH2:5])[CH3:2].CCN(C(C)C)C(C)C.[NH:19]1[C:27]2[C:22](=[CH:23][CH:24]=[CH:25][CH:26]=2)[C:21]([C:28](=[O:32])[C:29](Cl)=[O:30])=[CH:20]1. The catalyst is CN(C=O)C. The product is [CH2:1]([C:3]1[CH:9]=[CH:8][CH:7]=[CH:6][C:4]=1[NH:5][C:29](=[O:30])[C:28]([C:21]1[C:22]2[C:27](=[CH:26][CH:25]=[CH:24][CH:23]=2)[NH:19][CH:20]=1)=[O:32])[CH3:2]. The yield is 0.390. (3) The reactants are C(OC([N:8]1[CH2:11][CH:10]([C:12]2[CH:38]=[CH:37][C:15]3[C:16]4[C:20]([CH2:21][CH2:22][O:23][C:14]=3[CH:13]=2)=[CH:19][N:18]([C:24]2[N:25]([C:29]3[CH:34]=[CH:33][C:32]([F:35])=[CH:31][C:30]=3[F:36])[N:26]=[CH:27][N:28]=2)[N:17]=4)[CH2:9]1)=O)(C)(C)C.[ClH:39]. The catalyst is O1CCOCC1. The product is [ClH:39].[NH:8]1[CH2:9][CH:10]([C:12]2[CH:38]=[CH:37][C:15]3[C:16]4[C:20]([CH2:21][CH2:22][O:23][C:14]=3[CH:13]=2)=[CH:19][N:18]([C:24]2[N:25]([C:29]3[CH:34]=[CH:33][C:32]([F:35])=[CH:31][C:30]=3[F:36])[N:26]=[CH:27][N:28]=2)[N:17]=4)[CH2:11]1. The yield is 1.00. (4) The reactants are Cl[C:2]1[N:7]=[C:6]([NH:8][C:9]2[CH:10]=[CH:11][C:12]3[O:16][C:15](=[O:17])[NH:14][C:13]=3[CH:18]=2)[C:5]([CH3:19])=[CH:4][N:3]=1.[CH3:20][N:21]1[CH2:26][CH2:25][N:24]([C:27]2[N:32]=[CH:31][C:30]([NH2:33])=[CH:29][CH:28]=2)[CH2:23][CH2:22]1.C(O)(C(F)(F)F)=O. The catalyst is C(O)CC. The product is [O:16]1[C:12]2[CH:11]=[CH:10][C:9]([NH:8][C:6]3[C:5]([CH3:19])=[CH:4][N:3]=[C:2]([NH:33][C:30]4[CH:29]=[CH:28][C:27]([N:24]5[CH2:25][CH2:26][N:21]([CH3:20])[CH2:22][CH2:23]5)=[N:32][CH:31]=4)[N:7]=3)=[CH:18][C:13]=2[NH:14][C:15]1=[O:17]. The yield is 0.530.